Dataset: Reaction yield outcomes from USPTO patents with 853,638 reactions. Task: Predict the reaction yield, written as a fraction of the theoretical maximum amount of product (1.0 means a 100% yield; for example, 0.34 means a 34% yield). (1) The reactants are [N:1]1([CH2:7][CH2:8][O:9][C:10]2[CH:15]=[CH:14][C:13]([NH2:16])=[CH:12][CH:11]=2)[CH2:6][CH2:5][CH2:4][CH2:3][CH2:2]1.[Cl:17][C:18]1[CH:19]=[C:20]2[C:24](=[CH:25][CH:26]=1)[NH:23][C:22](=[O:27])[C:21]2=[CH:28]O. No catalyst specified. The product is [Cl:17][C:18]1[CH:19]=[C:20]2[C:24](=[CH:25][CH:26]=1)[NH:23][C:22](=[O:27])[C:21]2=[CH:28][NH:16][C:13]1[CH:12]=[CH:11][C:10]([O:9][CH2:8][CH2:7][N:1]2[CH2:2][CH2:3][CH2:4][CH2:5][CH2:6]2)=[CH:15][CH:14]=1. The yield is 0.570. (2) The reactants are [Cl:1][C:2]1[N:3]([C@@H:16]2[O:30][C@H:29]([CH2:31][O:32]C(C3C=CC(C)=CC=3)=O)[C@@H:18]([O:19]C(C3C=CC(C)=CC=3)=O)[CH2:17]2)[C:4]2[C:9]([C:10]=1[C:11](=[O:13])[CH3:12])=[CH:8][C:7]([Cl:14])=[C:6]([Cl:15])[CH:5]=2.C[O-].[Na+]. The catalyst is CO. The product is [Cl:1][C:2]1[N:3]([C@@H:16]2[O:30][C@H:29]([CH2:31][OH:32])[C@@H:18]([OH:19])[CH2:17]2)[C:4]2[C:9]([C:10]=1[C:11](=[O:13])[CH3:12])=[CH:8][C:7]([Cl:14])=[C:6]([Cl:15])[CH:5]=2. The yield is 0.740. (3) The reactants are [F:1][C:2]1[CH:3]=[CH:4][C:5]2[N:9]=[C:8]([CH3:10])[N:7]([C:11]3[C:19]4[O:18][CH2:17][C@@H:16]([NH:20][C:21]5[CH:33]=[CH:32][C:24]6[C@H:25]([CH2:28][C:29]([OH:31])=[O:30])[CH2:26][O:27][C:23]=6[CH:22]=5)[C:15]=4[CH:14]=[CH:13][CH:12]=3)[C:6]=2[CH:34]=1.[OH-].[Na+:36].C(#N)C. The catalyst is O. The product is [F:1][C:2]1[CH:3]=[CH:4][C:5]2[N:9]=[C:8]([CH3:10])[N:7]([C:11]3[C:19]4[O:18][CH2:17][C@@H:16]([NH:20][C:21]5[CH:33]=[CH:32][C:24]6[C@H:25]([CH2:28][C:29]([O-:31])=[O:30])[CH2:26][O:27][C:23]=6[CH:22]=5)[C:15]=4[CH:14]=[CH:13][CH:12]=3)[C:6]=2[CH:34]=1.[Na+:36]. The yield is 0.920. (4) The reactants are C(Cl)CCl.[CH3:5][NH:6][CH2:7][C:8]1[NH:9][C:10]2[C:15]([C:16]=1[CH3:17])=[CH:14][CH:13]=[CH:12][CH:11]=2.Cl.[O:19]=[C:20]1[CH2:25][O:24][C:23]2[CH:26]=[C:27](/[CH:30]=[CH:31]/[C:32](O)=[O:33])[CH:28]=[N:29][C:22]=2[NH:21]1.C1C=CC2N(O)N=NC=2C=1.CCN(C(C)C)C(C)C. The catalyst is CN(C=O)C.O. The product is [CH3:5][N:6]([CH2:7][C:8]1[NH:9][C:10]2[C:15]([C:16]=1[CH3:17])=[CH:14][CH:13]=[CH:12][CH:11]=2)[C:32](=[O:33])/[CH:31]=[CH:30]/[C:27]1[CH:28]=[N:29][C:22]2[NH:21][C:20](=[O:19])[CH2:25][O:24][C:23]=2[CH:26]=1. The yield is 0.0400. (5) The reactants are [Si:1]([O:8][CH2:9][C@H:10]1[NH:14][C:13](=[O:15])[CH2:12][CH2:11]1)([C:4]([CH3:7])([CH3:6])[CH3:5])([CH3:3])[CH3:2].CC([O-])(C)C.[K+].[CH:22]1[CH:27]=[CH:26][C:25]([CH2:28][O:29][C:30](Cl)=[O:31])=[CH:24][CH:23]=1. The catalyst is C1COCC1. The product is [Si:1]([O:8][CH2:9][C@@H:10]1[CH2:11][CH2:12][C:13](=[O:15])[N:14]1[C:30]([O:29][CH2:28][C:25]1[CH:26]=[CH:27][CH:22]=[CH:23][CH:24]=1)=[O:31])([C:4]([CH3:7])([CH3:6])[CH3:5])([CH3:3])[CH3:2]. The yield is 0.910.